Dataset: Experimentally validated miRNA-target interactions with 360,000+ pairs, plus equal number of negative samples. Task: Binary Classification. Given a miRNA mature sequence and a target amino acid sequence, predict their likelihood of interaction. (1) Result: 0 (no interaction). The protein sequence of the target gene is MSRERPPGTDIPRNLSFIAALTERAYYRSQRPSLEEEPEEEPGEGGTRFGARSRAHAPSRGRRARSAPAGGGGARAPRSRSPDTRKRVRFADALGLELAVVRRFRPGELPRVPRHVQIQLQRDALRHFAPCQPRARGLQEARAALEPASEPGFAARLLTQRICLERAEAGPLGVAGSARVVDLAYEKRVSVRWSADGWRSQREAPAAYAGPAPPPPRADRFAFRLPAPPIGGALLFALRYRVTGHEFWDNNGGRDYALRGPEHPGSGGAPEPQGWIHFI. The miRNA is hsa-miR-1178-3p with sequence UUGCUCACUGUUCUUCCCUAG. (2) The miRNA is rno-miR-378a-5p with sequence CUCCUGACUCCAGGUCCUGUGU. The protein sequence of the target gene is MDKFWWHAAWGLCLVPLSLAQIDLNITCRFAGVFHVEKNGRYSISRTEAADLCKAFNSTLPTMAQMEKALSIGFETCRYGFIEGHVVIPRIHPNSICAANNTGVYILTSNTSQYDTYCFNASAPPEEDCTSVTDLPNAFDGPITITIVNRDGTRYVQKGEYRTNPEDIYPSNPTDDDVSSGSSSERSSTSGGYIFYTFSTVHPIPDEDSPWITDSTDRIPATTLMSTSATATETATKRQETWDWFSWLFLPSESKNHLHTTTQMAGTSSNTISAGWEPNEENEDERDRHLSFSGSGIDDD.... Result: 0 (no interaction). (3) The miRNA is hsa-miR-4691-3p with sequence CCAGCCACGGACUGAGAGUGCAU. The protein sequence of the target gene is MKAAGILTLIGCLVTGAESKIYTRCKLAKIFSRAGLDNYWGFSLGNWICMAYYESGYNTTAQTVLDDGSIDYGIFQINSFAWCRRGKLKENNHCHVACSALVTDDLTDAIICAKKIVKETQGMNYWQGWKKHCEGRDLSDWKKDCEVS. Result: 0 (no interaction). (4) The protein sequence of the target gene is MARMNRPAPVEVSYRHMRFLITHNPSNATLSTFIEDLKKYGATTVVRVCEVTYDKTPLEKDGITVVDWPFDDGAPPPGKVVEDWLSLLKAKFYNDPGSCVAVHCVAGLGRAPVLVALALIESGMKYEDAIQFIRQKRRGAINSKQLTYLEKYRPKQRLRFKDPHTHKTRCCVM. The miRNA is hsa-miR-374b-3p with sequence CUUAGCAGGUUGUAUUAUCAUU. Result: 0 (no interaction). (5) The miRNA is hsa-miR-148a-3p with sequence UCAGUGCACUACAGAACUUUGU. The protein sequence of the target gene is MVVMAPRTLFLLLSGALTLTETWAGSHSMRYFSAAVSRPGRGEPRFIAMGYVDDTQFVRFDSDSACPRMEPRAPWVEQEGPEYWEEETRNTKAHAQTDRMNLQTLRGYYNQSEASSHTLQWMIGCDLGSDGRLLRGYEQYAYDGKDYLALNEDLRSWTAADTAAQISKRKCEAANVAEQRRAYLEGTCVEWLHRYLENGKEMLQRADPPKTHVTHHPVFDYEATLRCWALGFYPAEIILTWQRDGEDQTQDVELVETRPAGDGTFQKWAAVVVPSGEEQRYTCHVQHEGLPEPLMLRWKQ.... Result: 1 (interaction). (6) The miRNA is dre-miR-9-5p with sequence UCUUUGGUUAUCUAGCUGUAUGA. The protein sequence of the target gene is MAVDTLSPDWDFDRVDDGSQKIHAEVQLKNYGRFLEEYTSQLRRIEDALDDLIGDVWDFNLDPIALKLLPYEQSSLLELIKTENKVLNKVITVYAALCCEIKKLKYEAETKFYNGLLFYGEGATDSSMVEGDCQIQMGRFVSFLQELSCFVTRCYEVVMNVIHQLAALYISNKIGPKIIETTGVHFQTMYEHLGELLTVLLTLDEIVDNHVTLKDHWTMYKRLLKSVHHNPSKFGIQEEKLKPFEKFLLKLEGQLLDGMIFQACIEQQFDSLNGGISVSKNSTFAEEFAHSIRSIFANVE.... Result: 0 (no interaction). (7) The miRNA is hsa-miR-3616-3p with sequence CGAGGGCAUUUCAUGAUGCAGGC. The protein sequence of the target gene is MAALLLRHVGRHCLRAHFSPQLCIRNAVPLGTTAKEEMERFWNKNIGSNRPLSPHITIYSWSLPMAMSICHRGTGIALSAGVSLFGMSALLLPGNFESYLELVKSLCLGPALIHTAKFALVFPLMYHTWNGIRHLMWDLGKGLKIPQLYQSGVVVLVLTVLSSMGLAAM. Result: 0 (no interaction). (8) The miRNA is hsa-miR-8079 with sequence CAGUGAUCGUCUCUGCUGGC. The protein sequence of the target gene is MFRDFGEPGPSSGNGGGYGGPAQPPAAAQAAQQKFHLVPSINTMSGSQELQWMVQPHFLGPSSYPRPLTYPQYSPPQPRPGVIRALGPPPGVRRRPCEQISPEEEERRRVRRERNKLAAAKCRNRRKELTDFLQAETDKLEDEKSGLQREIEELQKQKERLELVLEAHRPICKIPEGAKEGDTGSTSGTSSPPAPCRPVPCISLSPGPVLEPEALHTPTLMTTPSLTPFTPSLVFTYPSTPEPCASAHRKSSSSSGDPSSDPLGSPTLLAL. Result: 1 (interaction). (9) The miRNA is hsa-miR-6780b-3p with sequence UCCCUUGUCUCCUUUCCCUAG. The protein sequence of the target gene is MPAELLLLLIVAFASPSCQVLSSLRMAAILDDQTVCGRGERLALALAREQINGIIEVPAKARVEVDIFELQRDSQYETTDTMCQILPKGVVSVLGPSSSPASASTVSHICGEKEIPHIKVGPEETPRLQYLRFASVSLYPSNEDVSLAVSRILKSFNYPSASLICAKAECLLRLEELVRGFLISKETLSVRMLDDSRDPTPLLKEIRDDKVSTIIIDANASISHLILRKASELGMTSAFYKYILTTMDFPILHLDGIVEDSSNILGFSMFNTSHPFYPEFVRSLNMSWRENCEASTYLGP.... Result: 0 (no interaction). (10) The miRNA is hsa-miR-1193 with sequence GGGAUGGUAGACCGGUGACGUGC. The protein sequence of the target gene is MSAFEKPQIIAHIQKGFNYTVFDCKWVPCSAKFVTMGNFARGTGVIQLYEIQHGDLKLLREIEKAKPIKCGTFGATSLQQRYLATGDFGGNLHIWNLEAPEMPVYSVKGHKEIINAIDGIGGLGIGEGAPEIVTGSRDGTVKVWDPRQKDDPVANMEPVQGENKRDCWTVAFGNAYNQEERVVCAGYDNGDIKLFDLRNMALRWETNIKNGVCSLEFDRKDISMNKLVATSLEGKFHVFDMRTQHPTKGFASVSEKAHKSTVWQVRHLPQNRELFLTAGGAGGLHLWKYEYPIQRSKKDS.... Result: 1 (interaction).